From a dataset of Full USPTO retrosynthesis dataset with 1.9M reactions from patents (1976-2016). Predict the reactants needed to synthesize the given product. (1) Given the product [CH3:43][S:42][C:39]1[CH:38]=[N:37][C:36]([O:1][CH2:2][CH2:3][O:4][C:5]2[N:10]=[C:9]([C:11]3[N:16]=[CH:15][CH:14]=[CH:13][N:12]=3)[N:8]=[C:7]([NH:17][S:18]([CH2:21][CH2:22][CH3:23])(=[O:20])=[O:19])[C:6]=2[O:24][C:25]2[CH:30]=[CH:29][CH:28]=[CH:27][C:26]=2[O:31][CH3:32])=[N:41][CH:40]=1, predict the reactants needed to synthesize it. The reactants are: [OH:1][CH2:2][CH2:3][O:4][C:5]1[N:10]=[C:9]([C:11]2[N:16]=[CH:15][CH:14]=[CH:13][N:12]=2)[N:8]=[C:7]([NH:17][S:18]([CH2:21][CH2:22][CH3:23])(=[O:20])=[O:19])[C:6]=1[O:24][C:25]1[CH:30]=[CH:29][CH:28]=[CH:27][C:26]=1[O:31][CH3:32].[H-].[Na+].Cl[C:36]1[N:41]=[CH:40][C:39]([S:42][CH3:43])=[CH:38][N:37]=1.C(O)(=O)CC(CC(O)=O)(C(O)=O)O. (2) Given the product [C:20]([C:19]([C:17]1[CH:26]=[CH:25][C:24]2[C:19](=[CH:20][CH:21]=[CH:22][CH:23]=2)[CH:18]=1)([CH:24]([CH3:25])[CH3:23])[CH2:18][CH2:17][CH2:26][OH:38])#[N:29], predict the reactants needed to synthesize it. The reactants are: C(C(C(C)([C:17]1[CH:26]=[CH:25][C:24]2[C:19](=[CH:20][CH:21]=[CH:22][CH:23]=2)[CH:18]=1)C)CCCO[Si](C(C)(C)C)(C)C)#N.[F-].[NH4+:29].[NH4+].[NH4+].[NH4+].[F-].[F-].[F-].[Cl-].[Na+].[OH2:38].